This data is from Full USPTO retrosynthesis dataset with 1.9M reactions from patents (1976-2016). The task is: Predict the reactants needed to synthesize the given product. Given the product [CH3:22][O:21][C:19]([C:18]1[CH:23]=[CH:24][C:15]([C:6]2[CH:7]=[CH:8][C:3]([C:2]([F:13])([F:12])[F:1])=[CH:4][CH:5]=2)=[CH:16][CH:17]=1)=[O:20], predict the reactants needed to synthesize it. The reactants are: [F:1][C:2]([F:13])([F:12])[C:3]1[CH:8]=[CH:7][C:6](B(O)O)=[CH:5][CH:4]=1.Br[C:15]1[CH:24]=[CH:23][C:18]([C:19]([O:21][CH3:22])=[O:20])=[CH:17][CH:16]=1.C1(P(C2C=CC=CC=2)C2C=CC=CC=2)C=CC=CC=1.[F-].[Cs+].